Dataset: Full USPTO retrosynthesis dataset with 1.9M reactions from patents (1976-2016). Task: Predict the reactants needed to synthesize the given product. (1) Given the product [Cl:1][C:2]1[CH:3]=[C:4]([N:12]2[CH2:17][CH2:16][O:15][CH2:14][CH2:13]2)[N:5]=[C:6]([NH:18][CH2:19][C@H:20]([OH:22])[CH3:21])[N:7]=1, predict the reactants needed to synthesize it. The reactants are: [Cl:1][C:2]1[N:7]=[C:6](S(C)(=O)=O)[N:5]=[C:4]([N:12]2[CH2:17][CH2:16][O:15][CH2:14][CH2:13]2)[CH:3]=1.[NH2:18][CH2:19][C@H:20]([OH:22])[CH3:21].CCN(C(C)C)C(C)C. (2) Given the product [CH2:1]([O:3][C:4]([C:6]1[CH:7]=[N:8][C:9]2[C:14]([C:15]=1[NH:23][CH:19]1[CH2:22][CH2:21][CH2:20]1)=[CH:13][CH:12]=[CH:11][C:10]=2[O:17][CH3:18])=[O:5])[CH3:2], predict the reactants needed to synthesize it. The reactants are: [CH2:1]([O:3][C:4]([C:6]1[CH:7]=[N:8][C:9]2[C:14]([C:15]=1Cl)=[CH:13][CH:12]=[CH:11][C:10]=2[O:17][CH3:18])=[O:5])[CH3:2].[CH:19]1([NH2:23])[CH2:22][CH2:21][CH2:20]1. (3) Given the product [CH:22]([NH:1][C:2]1[CH:7]=[CH:6][C:5]([S:8]([NH:11][C:12]2[CH:13]=[CH:14][C:15]3[CH2:19][O:18][B:17]([OH:20])[C:16]=3[CH:21]=2)(=[O:9])=[O:10])=[CH:4][CH:3]=1)=[O:23], predict the reactants needed to synthesize it. The reactants are: [NH2:1][C:2]1[CH:7]=[CH:6][C:5]([S:8]([NH:11][C:12]2[CH:13]=[CH:14][C:15]3[CH2:19][O:18][B:17]([OH:20])[C:16]=3[CH:21]=2)(=[O:10])=[O:9])=[CH:4][CH:3]=1.[CH:22](O)=[O:23]. (4) Given the product [CH3:18][O:17][C:15](=[O:16])[CH:9]([N:8]1[CH2:7][C:6]([O:19][C:20]2[CH:25]=[CH:24][CH:23]=[CH:22][C:21]=2[Cl:26])=[CH:5][C:4]1=[O:3])[CH2:10][C:11]([F:14])([F:13])[F:12], predict the reactants needed to synthesize it. The reactants are: C([O:3][C:4](=O)[CH:5]=[C:6]([O:19][C:20]1[CH:25]=[CH:24][CH:23]=[CH:22][C:21]=1[Cl:26])[CH2:7][NH:8][CH:9]([C:15]([O:17][CH3:18])=[O:16])[CH2:10][C:11]([F:14])([F:13])[F:12])C. (5) Given the product [Cl:35][C:32]1[CH:33]=[CH:34][C:29]([N:28]=[C:17]2[N:16]([CH2:15][CH2:14][CH2:13][NH:8][CH2:9][C:10]([OH:12])=[O:11])[C:20]([C:21]3[CH:22]=[CH:23][C:24]([F:27])=[CH:25][CH:26]=3)=[CH:19][S:18]2)=[C:30]([O:36][CH3:37])[CH:31]=1, predict the reactants needed to synthesize it. The reactants are: C(OC([N:8]([CH2:13][CH2:14][CH2:15][N:16]1[C:20]([C:21]2[CH:26]=[CH:25][C:24]([F:27])=[CH:23][CH:22]=2)=[CH:19][S:18][C:17]1=[N:28][C:29]1[CH:34]=[CH:33][C:32]([Cl:35])=[CH:31][C:30]=1[O:36][CH3:37])[CH2:9][C:10]([OH:12])=[O:11])=O)(C)(C)C.Cl. (6) Given the product [OH:1][C:2]1[N:3]=[C:4]2[CH:14]=[C:13]([O:15][CH2:16][C:17]3[S:18][CH:19]=[C:20]([CH:22]([CH3:24])[CH3:23])[N:21]=3)[CH:12]=[CH:11][N:5]2[C:6](=[O:10])[C:7]=1/[CH:8]=[CH:37]/[C:35]([O:34][C:30]([CH3:31])([CH3:32])[CH3:33])=[O:36], predict the reactants needed to synthesize it. The reactants are: [OH:1][C:2]1[N:3]=[C:4]2[CH:14]=[C:13]([O:15][CH2:16][C:17]3[S:18][CH:19]=[C:20]([CH:22]([CH3:24])[CH3:23])[N:21]=3)[CH:12]=[CH:11][N:5]2[C:6](=[O:10])[C:7]=1[CH:8]=O.CN(C)C=O.[C:30]([O:34][C:35]([CH:37]=P(C1C=CC=CC=1)(C1C=CC=CC=1)C1C=CC=CC=1)=[O:36])([CH3:33])([CH3:32])[CH3:31]. (7) Given the product [Cl:19][C:15]1[CH:14]=[C:13]2[C:18](=[CH:17][CH:16]=1)[NH:10][C:11]([S:20]([N:23]1[CH2:28][CH2:27][N:26]([C:29]([CH:31]3[CH2:32][CH2:33][N:34]([C:37]4[CH:38]=[CH:39][C:40](=[O:44])[N:41]([CH3:43])[N:42]=4)[CH2:35][CH2:36]3)=[O:30])[CH2:25][CH:24]1[OH:45])(=[O:22])=[O:21])=[CH:12]2, predict the reactants needed to synthesize it. The reactants are: C1(S([N:10]2[C:18]3[C:13](=[CH:14][C:15]([Cl:19])=[CH:16][CH:17]=3)[CH:12]=[C:11]2[S:20]([N:23]2[CH2:28][CH2:27][N:26]([C:29]([CH:31]3[CH2:36][CH2:35][N:34]([C:37]4[CH:38]=[CH:39][C:40](=[O:44])[N:41]([CH3:43])[N:42]=4)[CH2:33][CH2:32]3)=[O:30])[CH2:25][CH:24]2[OH:45])(=[O:22])=[O:21])(=O)=O)C=CC=CC=1.[F-].C([N+](CCCC)(CCCC)CCCC)CCC. (8) Given the product [NH2:40][C:41]1[N:42]=[C:21]([C:22]([N:24]2[CH2:25][C:26]3[C:31](=[CH:30][CH:29]=[CH:28][CH:27]=3)[CH2:32]2)=[O:23])[C:10]2[C:9](=[CH:14][CH:13]=[C:12]([CH2:15][C:16]([O:18][CH2:19][CH3:20])=[O:17])[CH:11]=2)[N:8]=1, predict the reactants needed to synthesize it. The reactants are: C(OC([NH:8][C:9]1[CH:14]=[CH:13][C:12]([CH2:15][C:16]([O:18][CH2:19][CH3:20])=[O:17])=[CH:11][C:10]=1[C:21](=O)[C:22]([N:24]1[CH2:32][C:31]2[C:26](=[CH:27][CH:28]=[CH:29][CH:30]=2)[CH2:25]1)=[O:23])=O)(C)(C)C.[F-].[Cs+].C[Si]([N:40]=[C:41]=[N:42][Si](C)(C)C)(C)C.Cl. (9) Given the product [CH3:1][C:2]1[C:6]([C:7]2[CH:12]=[CH:11][CH:10]=[CH:9][CH:8]=2)=[C:5]2[NH:13][C:15]([C:21]3[CH:26]=[CH:25][CH:24]=[CH:23][CH:22]=3)=[CH:16][C:17](=[O:18])[N:4]2[N:3]=1, predict the reactants needed to synthesize it. The reactants are: [CH3:1][C:2]1[C:6]([C:7]2[CH:12]=[CH:11][CH:10]=[CH:9][CH:8]=2)=[C:5]([NH2:13])[NH:4][N:3]=1.O=[C:15]([C:21]1[CH:26]=[CH:25][CH:24]=[CH:23][CH:22]=1)[CH2:16][C:17](OC)=[O:18].